From a dataset of NCI-60 drug combinations with 297,098 pairs across 59 cell lines. Regression. Given two drug SMILES strings and cell line genomic features, predict the synergy score measuring deviation from expected non-interaction effect. (1) Drug 1: CC1=C(C(=O)C2=C(C1=O)N3CC4C(C3(C2COC(=O)N)OC)N4)N. Drug 2: COCCOC1=C(C=C2C(=C1)C(=NC=N2)NC3=CC=CC(=C3)C#C)OCCOC. Cell line: SK-OV-3. Synergy scores: CSS=50.9, Synergy_ZIP=-9.63, Synergy_Bliss=-14.0, Synergy_Loewe=-10.3, Synergy_HSA=-6.34. (2) Drug 2: CCCCC(=O)OCC(=O)C1(CC(C2=C(C1)C(=C3C(=C2O)C(=O)C4=C(C3=O)C=CC=C4OC)O)OC5CC(C(C(O5)C)O)NC(=O)C(F)(F)F)O. Synergy scores: CSS=22.9, Synergy_ZIP=-1.73, Synergy_Bliss=-0.263, Synergy_Loewe=-23.3, Synergy_HSA=-9.20. Cell line: NCI-H226. Drug 1: CN1C(=O)N2C=NC(=C2N=N1)C(=O)N.